This data is from Reaction yield outcomes from USPTO patents with 853,638 reactions. The task is: Predict the reaction yield, written as a fraction of the theoretical maximum amount of product (1.0 means a 100% yield; for example, 0.34 means a 34% yield). (1) The product is [F:36][C:32]1[C:33]([F:35])=[CH:34][C:28]2[NH:27][C:26]([NH:1][C:2]3[CH:3]=[CH:4][C:5]([C:8]4[CH:13]=[CH:12][C:11]([C:14]([C@@H:16]5[CH2:20][CH2:19][CH2:18][C@H:17]5[C:21]([OH:23])=[O:22])=[O:15])=[CH:10][CH:9]=4)=[CH:6][CH:7]=3)=[N:30][C:29]=2[CH:31]=1. The catalyst is C(O)CCC.O1CCCC1. The reactants are [NH2:1][C:2]1[CH:7]=[CH:6][C:5]([C:8]2[CH:13]=[CH:12][C:11]([C:14]([CH:16]3[CH2:20][CH2:19][CH2:18][CH:17]3[C:21]([O:23]C)=[O:22])=[O:15])=[CH:10][CH:9]=2)=[CH:4][CH:3]=1.Cl[C:26]1[NH:30][C:29]2[CH:31]=[C:32]([F:36])[C:33]([F:35])=[CH:34][C:28]=2[N:27]=1.Cl.[OH-].[Na+]. The yield is 0.0300. (2) The reactants are C(OC([NH:8][CH2:9][C@H:10]([N:15]1[CH2:20][CH2:19][N:18]([CH2:21][CH3:22])[CH2:17][CH2:16]1)[C:11]([O:13][CH3:14])=[O:12])=O)(C)(C)C.[ClH:23]. The catalyst is CO. The product is [ClH:23].[ClH:23].[ClH:23].[NH2:8][CH2:9][C@H:10]([N:15]1[CH2:16][CH2:17][N:18]([CH2:21][CH3:22])[CH2:19][CH2:20]1)[C:11]([O:13][CH3:14])=[O:12]. The yield is 0.540. (3) The reactants are [C:1]([O:5][C@@H:6]([C:11]1[C:40]([CH3:41])=[C:39]([C:42]2[CH:47]=[CH:46][C:45]([F:48])=[CH:44][CH:43]=2)[C:38]2=[N:49][C:35]3=[CH:36][N:37]2[C:12]=1[N:13]1[CH2:54][CH2:53][C:16]([CH3:55])([O:17][CH2:18][CH2:19][CH2:20][CH2:21][C@H:22]([CH3:52])[O:23][C:24]2[CH:25]=[CH:26][C:27]([F:51])=[CH:28][C:29]=2[C:30]2[CH:50]=[C:34]3[CH:33]=[CH:32][CH:31]=2)[CH2:15][CH2:14]1)[C:7]([O:9]C)=[O:8])([CH3:4])([CH3:3])[CH3:2].C(O[C@@H](C1C(C)=CC2=NC3=C(Cl)N2C=1N1CCC(C)(OCCCC[C@H](C)OC2C=CC(C)=CC=2C2C=C3C=CC=2)CC1)C(O)=O)(C)(C)C. No catalyst specified. The product is [C:1]([O:5][C@@H:6]([C:11]1[C:40]([CH3:41])=[C:39]([C:42]2[CH:47]=[CH:46][C:45]([F:48])=[CH:44][CH:43]=2)[C:38]2=[N:49][C:35]3=[CH:36][N:37]2[C:12]=1[N:13]1[CH2:14][CH2:15][C:16]([CH3:55])([O:17][CH2:18][CH2:19][CH2:20][CH2:21][C@H:22]([CH3:52])[O:23][C:24]2[CH:25]=[CH:26][C:27]([F:51])=[CH:28][C:29]=2[C:30]2[CH:50]=[C:34]3[CH:33]=[CH:32][CH:31]=2)[CH2:53][CH2:54]1)[C:7]([OH:9])=[O:8])([CH3:4])([CH3:2])[CH3:3]. The yield is 0.0510. (4) The reactants are [N:1]([N:3]1[C:9]2[CH:10]=[CH:11][CH:12]=[CH:13][C:8]=2[CH2:7][CH2:6][CH2:5][CH2:4]1)=O.[H-].[H-].[H-].[H-].[Li+].[Al+3]. The catalyst is C1COCC1. The product is [N:3]1([NH2:1])[C:9]2[CH:10]=[CH:11][CH:12]=[CH:13][C:8]=2[CH2:7][CH2:6][CH2:5][CH2:4]1. The yield is 0.680. (5) The reactants are [Br:1][C:2]1[CH:3]=[C:4]([CH:8]=[CH:9][C:10]=1[Cl:11])[C:5]([OH:7])=[O:6].C(=O)([O-])[O-].[Cs+].[Cs+].I[CH2:19][CH3:20]. The catalyst is C(#N)C. The product is [Br:1][C:2]1[CH:3]=[C:4]([CH:8]=[CH:9][C:10]=1[Cl:11])[C:5]([O:7][CH2:19][CH3:20])=[O:6]. The yield is 0.970. (6) The reactants are Br[C:2]1[CH:7]=[CH:6][C:5]([CH2:8][C:9]([NH:11][C:12]2[CH:17]=[C:16]([F:18])[CH:15]=[CH:14][C:13]=2[F:19])=[O:10])=[C:4]([F:20])[CH:3]=1.[CH2:21]([O:23][C:24]1[C:25]([O:39][CH2:40][C:41]2[CH:46]=[CH:45][C:44]([O:47][CH3:48])=[CH:43][CH:42]=2)=[N:26][CH:27]=[C:28](B2OC(C)(C)C(C)(C)O2)[CH:29]=1)[CH3:22].C([O-])([O-])=O.[Cs+].[Cs+]. The catalyst is O1CCOCC1.O.C(Cl)Cl.C1C=CC(P(C2C=CC=CC=2)[C-]2C=CC=C2)=CC=1.C1C=CC(P(C2C=CC=CC=2)[C-]2C=CC=C2)=CC=1.Cl[Pd]Cl.[Fe+2]. The product is [F:19][C:13]1[CH:14]=[CH:15][C:16]([F:18])=[CH:17][C:12]=1[NH:11][C:9](=[O:10])[CH2:8][C:5]1[CH:6]=[CH:7][C:2]([C:28]2[CH:27]=[N:26][C:25]([O:39][CH2:40][C:41]3[CH:42]=[CH:43][C:44]([O:47][CH3:48])=[CH:45][CH:46]=3)=[C:24]([O:23][CH2:21][CH3:22])[CH:29]=2)=[CH:3][C:4]=1[F:20]. The yield is 0.461. (7) The reactants are [O:1]=[C:2]([CH2:20][CH3:21])[C:3](=[N:8][NH:9][C:10]1[CH:15]=[CH:14][CH:13]=[C:12]([C:16]([F:19])([F:18])[F:17])[CH:11]=1)[C:4]([O:6][CH3:7])=[O:5].[CH3:22]OC(OC)N(C)C. No catalyst specified. The product is [CH3:21][C:20]1[C:2](=[O:1])[C:3]([C:4]([O:6][CH3:7])=[O:5])=[N:8][N:9]([C:10]2[CH:15]=[CH:14][CH:13]=[C:12]([C:16]([F:17])([F:18])[F:19])[CH:11]=2)[CH:22]=1. The yield is 0.870.